From a dataset of Full USPTO retrosynthesis dataset with 1.9M reactions from patents (1976-2016). Predict the reactants needed to synthesize the given product. (1) Given the product [Cl:12][C:13]1[CH:18]=[CH:17][C:16](/[CH:19]=[CH:20]/[CH2:21][NH:11][C:1]23[CH2:8][CH:7]4[CH2:6][CH:5]([CH2:4][CH:3]([CH2:9]4)[CH2:2]2)[CH2:10]3)=[CH:15][CH:14]=1, predict the reactants needed to synthesize it. The reactants are: [C:1]12([NH2:11])[CH2:10][CH:5]3[CH2:6][CH:7]([CH2:9][CH:3]([CH2:4]3)[CH2:2]1)[CH2:8]2.[Cl:12][C:13]1[CH:18]=[CH:17][C:16](/[CH:19]=[CH:20]/[CH:21]=O)=[CH:15][CH:14]=1. (2) Given the product [F:25][C:2]([F:1])([F:24])[C:3]1[CH:4]=[CH:5][C:6]([O:9][C@H:10]2[C@@H:15]3[CH2:16][C@@H:12]([CH2:13][NH:14]3)[CH2:11]2)=[N:7][CH:8]=1, predict the reactants needed to synthesize it. The reactants are: [F:1][C:2]([F:25])([F:24])[C:3]1[CH:4]=[CH:5][C:6]([O:9][C@H:10]2[C@@H:15]3[CH2:16][C@@H:12]([CH2:13][N:14]3C(OC(C)(C)C)=O)[CH2:11]2)=[N:7][CH:8]=1.Cl.